This data is from Catalyst prediction with 721,799 reactions and 888 catalyst types from USPTO. The task is: Predict which catalyst facilitates the given reaction. (1) Reactant: [C:1]1([NH:7][C:8](=[O:15])[NH:9][CH2:10][C:11]([O:13]C)=[O:12])[CH:6]=[CH:5][CH:4]=[CH:3][CH:2]=1.[OH-].[Na+]. Product: [C:1]1([NH:7][C:8](=[O:15])[NH:9][CH2:10][C:11]([OH:13])=[O:12])[CH:2]=[CH:3][CH:4]=[CH:5][CH:6]=1. The catalyst class is: 5. (2) Reactant: [CH3:1][O:2][C:3]([CH:5]1[CH2:9][CH2:8][CH:7]([OH:10])[CH2:6]1)=[O:4].C(N(CC)CC)C.[CH3:18][S:19](Cl)(=[O:21])=[O:20]. Product: [CH3:1][O:2][C:3]([CH:5]1[CH2:9][CH2:8][CH:7]([O:10][S:19]([CH3:18])(=[O:21])=[O:20])[CH2:6]1)=[O:4]. The catalyst class is: 4.